Dataset: Forward reaction prediction with 1.9M reactions from USPTO patents (1976-2016). Task: Predict the product of the given reaction. (1) Given the reactants ClC(Cl)(Cl)C(=N)O[CH:5]([C:9]1[CH:14]=[CH:13][C:12]([Br:15])=[CH:11][CH:10]=1)[C:6]([CH3:8])=[CH2:7].[C:19]([CH2:21][NH:22][C:23](=[O:30])[C@@H:24]([OH:29])[CH2:25][CH:26]([CH3:28])[CH3:27])#[N:20].CC1C=CC(S([O-])(=O)=O)=CC=1.C1C=C[NH+]=CC=1.CC(C)=O.CCOC(C)=O, predict the reaction product. The product is: [Br:15][C:12]1[CH:13]=[CH:14][C:9]([CH:5]([O:29][C@@H:24]([CH2:25][CH:26]([CH3:27])[CH3:28])[C:23]([NH:22][CH2:21][C:19]#[N:20])=[O:30])[C:6]([CH3:8])=[CH2:7])=[CH:10][CH:11]=1. (2) Given the reactants [CH2:1]([N:8]1[CH2:13][CH2:12][CH:11]([N:14]2[CH:22]=[N:21][C:20]3[C:15]2=[N:16][C:17](Cl)=[N:18][C:19]=3[N:23]2[CH2:28][CH2:27][O:26][CH2:25][CH2:24]2)[CH2:10][CH2:9]1)[C:2]1[CH:7]=[CH:6][CH:5]=[CH:4][CH:3]=1.C([O-])([O-])=O.[Na+].[Na+].CC1(C)C(C)(C)OB([C:44]2[CH:45]=[C:46]([CH:50]=[O:51])[CH:47]=[N:48][CH:49]=2)O1, predict the reaction product. The product is: [CH2:1]([N:8]1[CH2:13][CH2:12][CH:11]([N:14]2[CH:22]=[N:21][C:20]3[C:15]2=[N:16][C:17]([C:44]2[CH:49]=[N:48][CH:47]=[C:46]([CH:45]=2)[CH:50]=[O:51])=[N:18][C:19]=3[N:23]2[CH2:28][CH2:27][O:26][CH2:25][CH2:24]2)[CH2:10][CH2:9]1)[C:2]1[CH:7]=[CH:6][CH:5]=[CH:4][CH:3]=1. (3) Given the reactants [CH3:1][O:2][CH:3]([C:7]1[CH:12]=[CH:11][C:10]([CH3:13])=[CH:9][CH:8]=1)[CH2:4][CH2:5]Cl.[CH3:14][CH:15]([CH3:31])[C:16]([NH:18][C:19]1[CH:24]=[CH:23][CH:22]=[C:21]([CH:25]2[CH2:30][CH2:29][NH:28][CH2:27][CH2:26]2)[CH:20]=1)=[O:17].C(N(C(C)C)CC)(C)C.N, predict the reaction product. The product is: [CH3:1][O:2][CH:3]([C:7]1[CH:12]=[CH:11][C:10]([CH3:13])=[CH:9][CH:8]=1)[CH2:4][CH2:5][N:28]1[CH2:29][CH2:30][CH:25]([C:21]2[CH:20]=[C:19]([NH:18][C:16](=[O:17])[CH:15]([CH3:14])[CH3:31])[CH:24]=[CH:23][CH:22]=2)[CH2:26][CH2:27]1. (4) Given the reactants [F:1][C:2]([F:37])([F:36])[C:3]1[CH:4]=[C:5]([CH:29]=[C:30]([C:32]([F:35])([F:34])[F:33])[CH:31]=1)[C:6]([N:8]1[CH2:13][CH2:12][N:11]([CH2:14][C:15]#[C:16][CH2:17][Cl:18])[CH2:10][C@H:9]1[CH2:19][C:20]1[C:28]2[C:23](=[CH:24][CH:25]=[CH:26][CH:27]=2)[NH:22][CH:21]=1)=[O:7].[CH3:38][O:39][CH2:40][C@H:41]1[CH2:45][CH2:44][CH2:43][NH:42]1.C(=O)([O-])[O-].[K+].[K+].[I-].[K+], predict the reaction product. The product is: [ClH:18].[ClH:18].[F:1][C:2]([F:37])([F:36])[C:3]1[CH:4]=[C:5]([CH:29]=[C:30]([C:32]([F:35])([F:34])[F:33])[CH:31]=1)[C:6]([N:8]1[CH2:13][CH2:12][N:11]([CH2:14][C:15]#[C:16][CH2:17][N:42]2[CH2:43][CH2:44][CH2:45][C@@H:41]2[CH2:40][O:39][CH3:38])[CH2:10][C@H:9]1[CH2:19][C:20]1[C:28]2[C:23](=[CH:24][CH:25]=[CH:26][CH:27]=2)[NH:22][CH:21]=1)=[O:7]. (5) Given the reactants C1([C@H](N[C@@H:10]2[CH2:15][CH2:14][N:13]([C:16]([O:18][C:19]([CH3:22])([CH3:21])[CH3:20])=[O:17])[CH2:12][C@H:11]2[C:23]([O:25][CH2:26][CH3:27])=[O:24])C)C=CC=CC=1.CC[O-:30].[Na+], predict the reaction product. The product is: [O:30]=[C:10]1[CH2:15][CH2:14][N:13]([C:16]([O:18][C:19]([CH3:22])([CH3:21])[CH3:20])=[O:17])[CH2:12][CH:11]1[C:23]([O:25][CH2:26][CH3:27])=[O:24]. (6) Given the reactants [C:1]([C:4]1[CH:13]=[C:8]([C:9]([O:11][CH3:12])=[O:10])[C:7]([OH:14])=[CH:6][CH:5]=1)(=[O:3])[CH3:2].[C:15](=O)([O-])[O-].[K+].[K+].IC, predict the reaction product. The product is: [C:1]([C:4]1[CH:5]=[CH:6][C:7]([O:14][CH3:15])=[C:8]([CH:13]=1)[C:9]([O:11][CH3:12])=[O:10])(=[O:3])[CH3:2]. (7) The product is: [CH2:12]([NH:14][C:2]1[C:3]([NH2:4])=[CH:5][C:6]([N+:9]([O-:11])=[O:10])=[CH:7][CH:8]=1)[CH3:13]. Given the reactants F[C:2]1[CH:8]=[CH:7][C:6]([N+:9]([O-:11])=[O:10])=[CH:5][C:3]=1[NH2:4].[CH2:12]([NH2:14])[CH3:13], predict the reaction product. (8) Given the reactants [CH3:1][O:2][C:3](=[O:31])[CH2:4][O:5][C:6]1[CH:15]=[CH:14][C:13]([F:16])=[C:12]2[C:7]=1[C:8]([O:27][CH:28]([F:30])[F:29])=[C:9]([CH2:19][C:20]1[CH:25]=[CH:24][C:23](Br)=[CH:22][CH:21]=1)[C:10]([CH2:17][CH3:18])=[N:11]2.C([Sn](CCCC)(CCCC)[C:37]1[O:38][CH:39]=[CH:40][N:41]=1)CCC.O1CCOCC1, predict the reaction product. The product is: [CH3:1][O:2][C:3](=[O:31])[CH2:4][O:5][C:6]1[CH:15]=[CH:14][C:13]([F:16])=[C:12]2[C:7]=1[C:8]([O:27][CH:28]([F:30])[F:29])=[C:9]([CH2:19][C:20]1[CH:25]=[CH:24][C:23]([C:37]3[O:38][CH:39]=[CH:40][N:41]=3)=[CH:22][CH:21]=1)[C:10]([CH2:17][CH3:18])=[N:11]2.